From a dataset of Full USPTO retrosynthesis dataset with 1.9M reactions from patents (1976-2016). Predict the reactants needed to synthesize the given product. (1) The reactants are: C([N-]C(C)C)(C)C.[Li+].Br[CH:10]1[C:17]2[CH:18]=[CH:19][CH:20]=[CH:21][C:16]=2[CH2:15][CH:14]([OH:22])[C:13]2[CH:23]=[CH:24][CH:25]=[CH:26][C:12]=2[CH:11]1Br. Given the product [CH:26]1[C:12]2[C:11]#[C:10][C:17]3[CH:18]=[CH:19][CH:20]=[CH:21][C:16]=3[CH2:15][CH:14]([OH:22])[C:13]=2[CH:23]=[CH:24][CH:25]=1, predict the reactants needed to synthesize it. (2) Given the product [Cl:1][C:2]1[CH:14]=[CH:13][C:5]([CH2:6][NH:7][C:8]([CH:10]2[CH2:12][CH2:11]2)=[O:9])=[CH:4][C:3]=1[N:15]1[C:19](=[O:20])[NH:18][C:17]([C:21]2[CH:26]=[CH:25][C:24]([C:41]#[C:40][C:31]3[CH:32]=[CH:33][C:34]([C:36]([F:37])([F:38])[F:39])=[CH:35][C:30]=3[Cl:29])=[CH:23][C:22]=2[F:28])=[N:16]1, predict the reactants needed to synthesize it. The reactants are: [Cl:1][C:2]1[CH:14]=[CH:13][C:5]([CH2:6][NH:7][C:8]([CH:10]2[CH2:12][CH2:11]2)=[O:9])=[CH:4][C:3]=1[N:15]1[C:19](=[O:20])[NH:18][C:17]([C:21]2[CH:26]=[CH:25][C:24](I)=[CH:23][C:22]=2[F:28])=[N:16]1.[Cl:29][C:30]1[CH:35]=[C:34]([C:36]([F:39])([F:38])[F:37])[CH:33]=[CH:32][C:31]=1[C:40]#[CH:41].CCCC[N+](CCCC)(CCCC)CCCC.[F-]. (3) Given the product [C:8](/[C:7](=[N:12]\[O-:13])/[C:1]1[CH:6]=[CH:5][CH:4]=[CH:3][CH:2]=1)#[N:9].[Na+:11], predict the reactants needed to synthesize it. The reactants are: [C:1]1([CH2:7][C:8]#[N:9])[CH:6]=[CH:5][CH:4]=[CH:3][CH:2]=1.[OH-].[Na+:11].[N:12](OCCC(C)C)=[O:13]. (4) Given the product [Cl:28][C:9]1[C:10]([OH:14])=[N:11][CH:12]=[N:13][C:8]=1[C:6]1[CH:7]=[C:2]([Cl:1])[CH:3]=[CH:4][C:5]=1[N:15]1[CH:19]=[C:18]([Cl:20])[N:17]=[N:16]1, predict the reactants needed to synthesize it. The reactants are: [Cl:1][C:2]1[CH:3]=[CH:4][C:5]([N:15]2[CH:19]=[C:18]([Cl:20])[N:17]=[N:16]2)=[C:6]([C:8]2[N:13]=[CH:12][N:11]=[C:10]([OH:14])[CH:9]=2)[CH:7]=1.COC(NC(NC(OC)=O)=N[Cl:28])=O. (5) Given the product [Cl:28][C:22]1[CH:21]=[C:20]([C:17]2[C:16]([CH3:29])=[N:15][N:14]([CH2:13][C:10]3[CH:11]=[N:12][C:2]([Cl:1])=[C:3]([C:35]([OH:36])([CH3:37])[CH3:34])[CH:9]=3)[C:18]=2[CH3:19])[CH:25]=[CH:24][C:23]=1[C:26]#[N:27], predict the reactants needed to synthesize it. The reactants are: [Cl:1][C:2]1[N:12]=[CH:11][C:10]([CH2:13][N:14]2[C:18]([CH3:19])=[C:17]([C:20]3[CH:25]=[CH:24][C:23]([C:26]#[N:27])=[C:22]([Cl:28])[CH:21]=3)[C:16]([CH3:29])=[N:15]2)=[CH:9][C:3]=1C(OCC)=O.C[Mg]Br.C(O)(=O)[CH2:34][C:35](CC(O)=O)([C:37](O)=O)[OH:36]. (6) Given the product [CH3:14][C:9]1[N:10]([C:11](=[O:13])[CH3:12])[C:4]2[C:5]([N:8]=1)=[N:6][CH:7]=[C:2]([B:18]1[O:19][C:20]([CH3:22])([CH3:21])[C:16]([CH3:32])([CH3:15])[O:17]1)[CH:3]=2, predict the reactants needed to synthesize it. The reactants are: Br[C:2]1[CH:3]=[C:4]2[N:10]([C:11](=[O:13])[CH3:12])[C:9]([CH3:14])=[N:8][C:5]2=[N:6][CH:7]=1.[CH3:15][C:16]1([CH3:32])[C:20]([CH3:22])([CH3:21])[O:19][B:18]([B:18]2[O:19][C:20]([CH3:22])([CH3:21])[C:16]([CH3:32])([CH3:15])[O:17]2)[O:17]1.C([O-])(=O)C.[K+]. (7) The reactants are: [OH:1][N:2]=[C:3]1[CH2:10][CH:9]2[N:11](C(OC(C)(C)C)=O)[CH:5]([CH2:6][O:7][CH2:8]2)[CH2:4]1.[Li][CH2:20]CCC.CN(C=O)C.Cl. Given the product [CH:9]12[NH:11][CH:5]([CH2:6][O:7][CH2:8]1)[CH2:4][C:3]1[C:10]2=[CH:20][O:1][N:2]=1, predict the reactants needed to synthesize it. (8) Given the product [Cl:30][C:29]1[C:9]2[C:10](=[N:11][C:12]([C:20]3[CH:25]=[CH:24][C:23]([F:26])=[CH:22][CH:21]=3)=[C:13]([C:14]3[CH:15]=[CH:16][N:17]=[CH:18][CH:19]=3)[C:8]=2[C:5]2[CH:6]=[CH:7][C:2]([F:1])=[CH:3][CH:4]=2)[NH:27][N:28]=1, predict the reactants needed to synthesize it. The reactants are: [F:1][C:2]1[CH:7]=[CH:6][C:5]([C:8]2[C:13]([C:14]3[CH:19]=[CH:18][N:17]=[CH:16][CH:15]=3)=[C:12]([C:20]3[CH:25]=[CH:24][C:23]([F:26])=[CH:22][CH:21]=3)[N:11]=[C:10]3[NH:27][N:28]=[CH:29][C:9]=23)=[CH:4][CH:3]=1.[Cl:30]N1C(=O)CCC1=O. (9) Given the product [NH2:1][CH2:2][C@H:3]1[C@H:4]2[C@@:8]([CH3:22])([C:7]([C:24]3[S:25][CH:26]=[CH:27][CH:28]=3)=[CH:6][CH2:5]2)[CH2:9][CH2:10][C@@H:11]1[C@@:12]1([CH3:21])[CH2:17][CH2:16][C@H:15]([OH:18])[CH2:14][C@@H:13]1[CH2:19][OH:20], predict the reactants needed to synthesize it. The reactants are: [NH2:1][CH2:2][C@@H:3]1[C@@H:11]([C@@:12]2([CH3:21])[CH2:17][CH2:16][C@H:15]([OH:18])[CH2:14][C@@H:13]2[CH2:19][OH:20])[CH2:10][CH2:9][C@@:8]2([CH3:22])[C@H:4]1[CH2:5][CH2:6][C@:7]2([C:24]1[S:25][CH:26]=[CH:27][CH:28]=1)O.O.C1(C)C=CC(S(O)(=O)=O)=CC=1. (10) The reactants are: [CH2:1]([O:7][C:8]1[CH:13]=[CH:12][C:11]([N:14]2[CH2:19][CH2:18][N:17]([C:20]3[CH:30]=[CH:29][C:23]([C:24]([O:26]CC)=[O:25])=[CH:22][CH:21]=3)[CH2:16][CH2:15]2)=[CH:10][CH:9]=1)[CH2:2][CH2:3][CH2:4][CH2:5][CH3:6].C(O)C.[OH-].[Na+].[ClH:36]. Given the product [ClH:36].[CH2:1]([O:7][C:8]1[CH:9]=[CH:10][C:11]([N:14]2[CH2:15][CH2:16][N:17]([C:20]3[CH:21]=[CH:22][C:23]([C:24]([OH:26])=[O:25])=[CH:29][CH:30]=3)[CH2:18][CH2:19]2)=[CH:12][CH:13]=1)[CH2:2][CH2:3][CH2:4][CH2:5][CH3:6], predict the reactants needed to synthesize it.